From a dataset of Full USPTO retrosynthesis dataset with 1.9M reactions from patents (1976-2016). Predict the reactants needed to synthesize the given product. (1) The reactants are: [NH2:1][C:2]1[C:7]2=[C:8]([C:19]3[CH:20]=[CH:21][C:22]4[C:26]([CH:27]=3)=[N:25][N:24]([CH2:28][C:29]3[CH:34]=[CH:33][CH:32]=[CH:31][CH:30]=3)[CH:23]=4)[C:9](C#N)=[C:10]([CH:11]3[CH2:16][CH2:15][NH:14][CH2:13][CH2:12]3)[N:6]2[N:5]=[CH:4][N:3]=1.[CH:35]([N:38](CC)C(C)C)(C)C.[C:44](Cl)(=[O:46])[CH3:45]. Given the product [C:44]([N:14]1[CH2:13][CH2:12][CH:11]([C:10]2[N:6]3[C:7]([C:2]([NH2:1])=[N:3][CH:4]=[N:5]3)=[C:8]([C:19]3[CH:20]=[CH:21][C:22]4[C:26]([CH:27]=3)=[N:25][N:24]([CH2:28][C:29]3[CH:30]=[CH:31][CH:32]=[CH:33][CH:34]=3)[C:23]=4[C:35]#[N:38])[CH:9]=2)[CH2:16][CH2:15]1)(=[O:46])[CH3:45], predict the reactants needed to synthesize it. (2) Given the product [CH2:1]([C:3]1[CH:4]=[CH:5][CH:6]=[C:7]2[C:11]=1[NH:10][CH:9]=[C:8]2[CH:16]([N:17]([CH3:18])[CH3:19])[C:15]1[CH:20]=[CH:21][CH:22]=[CH:23][C:14]=1[CH3:13])[CH3:2], predict the reactants needed to synthesize it. The reactants are: [CH2:1]([C:3]1[CH:4]=[CH:5][CH:6]=[C:7]2[C:11]=1[NH:10][CH:9]=[CH:8]2)[CH3:2].[Cl-].[CH3:13][C:14]1[CH:23]=[CH:22][CH:21]=[CH:20][C:15]=1[CH:16]=[N+:17]([CH3:19])[CH3:18].CC1C=CC=CC=1C=O.CNC.